Dataset: Reaction yield outcomes from USPTO patents with 853,638 reactions. Task: Predict the reaction yield, written as a fraction of the theoretical maximum amount of product (1.0 means a 100% yield; for example, 0.34 means a 34% yield). No catalyst specified. The yield is 0.490. The product is [CH3:13][O:14][C:15](=[O:47])[C:16]1[CH:21]=[CH:20][C:19]([CH2:22][N:23]2[CH:27]=[C:26]([C:28]3[CH:33]=[CH:32][C:31]([Cl:34])=[CH:30][C:29]=3[Cl:35])[N:25]=[C:24]2/[CH:36]=[CH:37]/[C:38]2[CH:43]=[C:42]([C:54]3[CH:55]=[CH:56][C:51]([O:50][CH2:48][CH3:49])=[CH:52][CH:53]=3)[CH:41]=[CH:40][C:39]=2[O:45][CH3:46])=[CH:18][CH:17]=1. The reactants are COC(=O)C1C=CC(CBr)=CC=1.[CH3:13][O:14][C:15](=[O:47])[C:16]1[CH:21]=[CH:20][C:19]([CH2:22][N:23]2[CH:27]=[C:26]([C:28]3[CH:33]=[CH:32][C:31]([Cl:34])=[CH:30][C:29]=3[Cl:35])[N:25]=[C:24]2/[CH:36]=[CH:37]/[C:38]2[CH:43]=[C:42](Br)[CH:41]=[CH:40][C:39]=2[O:45][CH3:46])=[CH:18][CH:17]=1.[CH2:48]([O:50][C:51]1[CH:56]=[CH:55][C:54](B(O)O)=[CH:53][CH:52]=1)[CH3:49].